This data is from Forward reaction prediction with 1.9M reactions from USPTO patents (1976-2016). The task is: Predict the product of the given reaction. (1) Given the reactants Br[C:2]1[CH:3]=[C:4]2[C:9](=[CH:10][CH:11]=1)[N:8]=[CH:7][C:6]([C:12](=[O:16])[CH2:13][CH2:14][CH3:15])=[C:5]2[NH:17][C:18]1[CH:23]=[CH:22][C:21]([CH2:24][N:25]([CH3:27])[CH3:26])=[CH:20][CH:19]=1.[Cl:28][C:29]1[CH:34]=[C:33](B2OC(C)(C)C(C)(C)O2)[CH:32]=[C:31]([Cl:44])[C:30]=1[OH:45], predict the reaction product. The product is: [Cl:28][C:29]1[CH:34]=[C:33]([C:2]2[CH:3]=[C:4]3[C:9](=[CH:10][CH:11]=2)[N:8]=[CH:7][C:6]([C:12](=[O:16])[CH2:13][CH2:14][CH3:15])=[C:5]3[NH:17][C:18]2[CH:23]=[CH:22][C:21]([CH2:24][N:25]([CH3:26])[CH3:27])=[CH:20][CH:19]=2)[CH:32]=[C:31]([Cl:44])[C:30]=1[OH:45]. (2) Given the reactants [CH3:1][O:2][C:3]1[CH:4]=[CH:5][CH:6]=[C:7]2[C:11]=1[CH:10]([N:12]1[C:17]3[N:18]=[C:19](S(C)=O)[N:20]=[CH:21][C:16]=3[CH:15]=[CH:14][C:13]1=[O:25])[CH2:9][CH2:8]2.[CH3:26][N:27]1[CH2:32][CH2:31][N:30]([C:33]2[CH:39]=[CH:38][C:36]([NH2:37])=[CH:35][CH:34]=2)[CH2:29][CH2:28]1, predict the reaction product. The product is: [CH3:1][O:2][C:3]1[CH:4]=[CH:5][CH:6]=[C:7]2[C:11]=1[CH:10]([N:12]1[C:17]3[N:18]=[C:19]([NH:37][C:36]4[CH:35]=[CH:34][C:33]([N:30]5[CH2:29][CH2:28][N:27]([CH3:26])[CH2:32][CH2:31]5)=[CH:39][CH:38]=4)[N:20]=[CH:21][C:16]=3[CH:15]=[CH:14][C:13]1=[O:25])[CH2:9][CH2:8]2. (3) Given the reactants [O:1]=[C:2]1[C:11]2[C:6](=[CH:7][CH:8]=[CH:9][CH:10]=2)[S:5][CH:4]([C:12]([OH:14])=O)[CH2:3]1.C(Cl)(=O)C(Cl)=O.[CH2:21]([NH:23][CH2:24][CH3:25])[CH3:22].C(=O)([O-])[O-].[K+].[K+], predict the reaction product. The product is: [CH2:21]([N:23]([CH2:24][CH3:25])[C:12]([CH:4]1[CH2:3][C:2](=[O:1])[C:11]2[C:6](=[CH:7][CH:8]=[CH:9][CH:10]=2)[S:5]1)=[O:14])[CH3:22].